Dataset: Reaction yield outcomes from USPTO patents with 853,638 reactions. Task: Predict the reaction yield, written as a fraction of the theoretical maximum amount of product (1.0 means a 100% yield; for example, 0.34 means a 34% yield). (1) The reactants are [CH3:1][C:2]([CH3:33])([CH3:32])[CH2:3][C:4]([NH:6][C:7]1[C:8]([CH3:31])=[C:9]([CH3:30])[C:10]2[O:14][CH2:13][CH:12]([C:15]3[CH:20]=[CH:19][C:18](/[CH:21]=[CH:22]/[C:23]([O:25][CH2:26][CH3:27])=[O:24])=[CH:17][CH:16]=3)[C:11]=2[C:28]=1[CH3:29])=[O:5]. The catalyst is C(OCC)(=O)C.CCCCCC. The product is [CH3:32][C:2]([CH3:1])([CH3:33])[CH2:3][C:4]([NH:6][C:7]1[C:8]([CH3:31])=[C:9]([CH3:30])[C:10]2[O:14][CH2:13][CH:12]([C:15]3[CH:20]=[CH:19][C:18]([CH2:21][CH2:22][C:23]([O:25][CH2:26][CH3:27])=[O:24])=[CH:17][CH:16]=3)[C:11]=2[C:28]=1[CH3:29])=[O:5]. The yield is 0.840. (2) The reactants are [CH3:1][N:2]1[CH2:7][CH2:6][NH:5][CH2:4][CH2:3]1.F[C:9]1[CH:14]=[CH:13][C:12]([N+:15]([O-:17])=[O:16])=[CH:11][CH:10]=1.C(=O)([O-])[O-].[K+].[K+]. The catalyst is CN(C=O)C.C(Cl)Cl. The product is [CH3:1][N:2]1[CH2:7][CH2:6][N:5]([C:9]2[CH:14]=[CH:13][C:12]([N+:15]([O-:17])=[O:16])=[CH:11][CH:10]=2)[CH2:4][CH2:3]1. The yield is 0.850. (3) The reactants are C([O:3][C:4]([CH:6]1[CH:11]([NH:12][S:13]([C:16]2[CH:21]=[CH:20][C:19]([O:22][CH2:23][C:24]3[C:33]4[C:28](=[CH:29][CH:30]=[CH:31][CH:32]=4)[N:27]=[C:26]([CH3:34])[CH:25]=3)=[CH:18][CH:17]=2)(=[O:15])=[O:14])[CH2:10][CH2:9][N:8]([CH2:35][CH2:36][OH:37])[CH2:7]1)=[O:5])C.Cl. The catalyst is O1CCOCC1. The product is [OH:37][CH2:36][CH2:35][N:8]1[CH2:9][CH2:10][CH:11]([NH:12][S:13]([C:16]2[CH:17]=[CH:18][C:19]([O:22][CH2:23][C:24]3[C:33]4[C:28](=[CH:29][CH:30]=[CH:31][CH:32]=4)[N:27]=[C:26]([CH3:34])[CH:25]=3)=[CH:20][CH:21]=2)(=[O:15])=[O:14])[CH:6]([C:4]([OH:5])=[O:3])[CH2:7]1. The yield is 0.714. (4) The reactants are C([Si](C)(C)[O:6][CH2:7][CH2:8][N:9]([CH3:36])[C:10]1[CH:17]=[CH:16][C:13]([C:14]#[N:15])=[C:12]([O:18][C:19]2[CH:24]=[CH:23][C:22]([B:25]3[O:29][C:28](C)(C)C(C)(C)[O:26]3)=[C:21](C=O)[CH:20]=2)[N:11]=1)(C)(C)C.[BH4-].[Na+].Cl. The catalyst is CO. The product is [OH:26][B:25]1[C:22]2[CH:23]=[CH:24][C:19]([O:18][C:12]3[N:11]=[C:10]([N:9]([CH2:8][CH2:7][OH:6])[CH3:36])[CH:17]=[CH:16][C:13]=3[C:14]#[N:15])=[CH:20][C:21]=2[CH2:28][O:29]1. The yield is 0.138. (5) The reactants are [NH2:1][C@H:2]1[CH:7]2[CH2:8][CH2:9][N:4]([CH2:5][CH2:6]2)[CH2:3]1.[H-].[Na+].O=[CH:13][CH2:14][N:15]1[C:23]2[C:18](=[CH:19][CH:20]=[CH:21][C:22]=2[C:24]([O:26][CH3:27])=[O:25])[CH:17]=[CH:16]1.C(O[BH-](OC(=O)C)OC(=O)C)(=O)C.[Na+]. The catalyst is C(Cl)Cl.C(O)(=O)C. The product is [N:4]12[CH2:9][CH2:8][CH:7]([CH2:6][CH2:5]1)[C@H:2]([NH:1][CH2:13][CH2:14][N:15]1[C:23]3[C:18](=[CH:19][CH:20]=[CH:21][C:22]=3[C:24]([O:26][CH3:27])=[O:25])[CH:17]=[CH:16]1)[CH2:3]2. The yield is 0.660. (6) The reactants are [OH:1][C:2]([C:17]([F:20])([F:19])[F:18])([CH2:5][C:6]([C:9]1[CH:14]=[CH:13][CH:12]=[CH:11][C:10]=1[O:15][CH3:16])([CH3:8])[CH3:7])[CH:3]=O.[CH:21]1[C:30]2[C:25](=[CH:26][CH:27]=[CH:28][CH:29]=2)[CH:24]=[CH:23][C:22]=1[NH2:31]. The catalyst is C1(C)C=CC=CC=1.CC([O-])C.CC([O-])C.CC([O-])C.CC([O-])C.[Ti+4]. The product is [F:20][C:17]([F:18])([F:19])[C:2]([CH:3]=[N:31][C:22]1[CH:23]=[CH:24][C:25]2[C:30](=[CH:29][CH:28]=[CH:27][CH:26]=2)[CH:21]=1)([OH:1])[CH2:5][C:6]([C:9]1[CH:14]=[CH:13][CH:12]=[CH:11][C:10]=1[O:15][CH3:16])([CH3:7])[CH3:8]. The yield is 0.898.